Dataset: Full USPTO retrosynthesis dataset with 1.9M reactions from patents (1976-2016). Task: Predict the reactants needed to synthesize the given product. Given the product [Cl:23][C:24]1[C:25]([CH2:30][NH:31][C:13](=[O:14])[C:12]2[CH:16]=[C:8]([C:5]3[CH:6]=[CH:7][C:2]([Cl:1])=[CH:3][CH:4]=3)[C:9]([O:17][CH2:18][C:19]([F:22])([F:21])[F:20])=[N:10][CH:11]=2)=[N:26][N:27]([CH3:29])[CH:28]=1, predict the reactants needed to synthesize it. The reactants are: [Cl:1][C:2]1[CH:7]=[CH:6][C:5]([C:8]2[C:9]([O:17][CH2:18][C:19]([F:22])([F:21])[F:20])=[N:10][CH:11]=[C:12]([CH:16]=2)[C:13](O)=[O:14])=[CH:4][CH:3]=1.[Cl:23][C:24]1[C:25]([CH2:30][NH2:31])=[N:26][N:27]([CH3:29])[CH:28]=1.